Dataset: Forward reaction prediction with 1.9M reactions from USPTO patents (1976-2016). Task: Predict the product of the given reaction. (1) Given the reactants Br[C:2]1[N:3]=[CH:4][C:5]([O:32][CH3:33])=[C:6]2[C:10]([C:11](=[O:31])[C:12]([N:14]3[CH2:19][CH2:18][N:17]([C:20]4[N:24]([C:25]5[CH:30]=[CH:29][CH:28]=[CH:27][N:26]=5)[N:23]=[N:22][N:21]=4)[CH2:16][CH2:15]3)=[O:13])=[CH:9][NH:8][C:7]=12.[CH3:34][C:35]1[C:39](B2OC(C)(C)C(C)(C)O2)=[C:38]([CH3:49])[O:37][N:36]=1.ClCCl.C(=O)([O-])[O-].[Cs+].[Cs+], predict the reaction product. The product is: [CH3:34][C:35]1[C:39]([C:2]2[N:3]=[CH:4][C:5]([O:32][CH3:33])=[C:6]3[C:10]([C:11](=[O:31])[C:12]([N:14]4[CH2:19][CH2:18][N:17]([C:20]5[N:24]([C:25]6[CH:30]=[CH:29][CH:28]=[CH:27][N:26]=6)[N:23]=[N:22][N:21]=5)[CH2:16][CH2:15]4)=[O:13])=[CH:9][NH:8][C:7]=23)=[C:38]([CH3:49])[O:37][N:36]=1. (2) Given the reactants C(N(C(C)C)CC)(C)C.[F:10][C:11]1[CH:12]=[CH:13][C:14]2[N:19]=[C:18]([C:20]3[C:29]4[C:24](=[CH:25][CH:26]=[CH:27][CH:28]=4)[CH:23]=[CH:22][CH:21]=3)[O:17][C:16](=[O:30])[C:15]=2[CH:31]=1.[CH:32]1([CH2:36][NH2:37])[CH2:35][CH2:34][CH2:33]1, predict the reaction product. The product is: [CH:32]1([CH2:36][NH:37][C:16]([C:15]2[CH:31]=[C:11]([F:10])[CH:12]=[CH:13][C:14]=2[NH:19][C:18]([C:20]2[C:29]3[C:24](=[CH:25][CH:26]=[CH:27][CH:28]=3)[CH:23]=[CH:22][CH:21]=2)=[O:17])=[O:30])[CH2:35][CH2:34][CH2:33]1. (3) Given the reactants [CH3:1][O:2][C:3]1[CH:4]=[C:5]2[C:9](=[CH:10][C:11]=1[OH:12])[N:8]([CH3:13])[CH:7]=[C:6]2[C:14]1[N:22]([S:23]([C:26]2[CH:31]=[CH:30][C:29]([CH3:32])=[CH:28][CH:27]=2)(=[O:25])=[O:24])[C:17]2=[N:18][CH:19]=[CH:20][CH:21]=[C:16]2[CH:15]=1.[H-].[Na+].Br[CH2:36][CH2:37][Cl:38].C1CCCCC1.C(OCC)(=O)C, predict the reaction product. The product is: [Cl:38][CH2:37][CH2:36][O:12][C:11]1[CH:10]=[C:9]2[C:5]([C:6]([C:14]3[N:22]([S:23]([C:26]4[CH:27]=[CH:28][C:29]([CH3:32])=[CH:30][CH:31]=4)(=[O:25])=[O:24])[C:17]4=[N:18][CH:19]=[CH:20][CH:21]=[C:16]4[CH:15]=3)=[CH:7][N:8]2[CH3:13])=[CH:4][C:3]=1[O:2][CH3:1]. (4) The product is: [F:24][C:20]1[CH:19]=[C:18]([C:13]2[C:12]([CH2:11][O:10][C:7]3[N:6]=[CH:5][C:4]([C:3]([N:26]4[CH2:31][CH2:30][O:29][CH2:28][CH2:27]4)=[O:25])=[CH:9][CH:8]=3)=[C:16]([CH3:17])[O:15][N:14]=2)[CH:23]=[CH:22][CH:21]=1. Given the reactants CO[C:3](=[O:25])[C:4]1[CH:9]=[CH:8][C:7]([O:10][CH2:11][C:12]2[C:13]([C:18]3[CH:23]=[CH:22][CH:21]=[C:20]([F:24])[CH:19]=3)=[N:14][O:15][C:16]=2[CH3:17])=[N:6][CH:5]=1.[NH:26]1[CH2:31][CH2:30][O:29][CH2:28][CH2:27]1, predict the reaction product. (5) Given the reactants [CH3:1][C:2]([C:4]1[CH:5]=[CH:6][C:7]([OH:10])=[CH:8][CH:9]=1)=[O:3].[Br:11]Br, predict the reaction product. The product is: [Br:11][CH2:1][C:2]([C:4]1[CH:9]=[CH:8][C:7]([OH:10])=[CH:6][CH:5]=1)=[O:3]. (6) The product is: [CH2:1]([C:5]1[CH:10]=[CH:9][C:8]([S:32]([C:30]2[CH:29]=[CH:28][C:25]3[CH2:26][CH2:27][NH:21][CH2:22][CH2:23][C:24]=3[CH:31]=2)(=[O:33])=[O:34])=[CH:7][CH:6]=1)[CH2:2][CH2:3][CH3:4]. Given the reactants [CH2:1]([C:5]1[CH:10]=[CH:9][C:8](Br)=[CH:7][CH:6]=1)[CH2:2][CH2:3][CH3:4].C([Li])(C)(C)C.FC(F)(F)C([N:21]1[CH2:27][CH2:26][C:25]2[CH:28]=[CH:29][C:30]([S:32](F)(=[O:34])=[O:33])=[CH:31][C:24]=2[CH2:23][CH2:22]1)=O.O, predict the reaction product.